Dataset: Reaction yield outcomes from USPTO patents with 853,638 reactions. Task: Predict the reaction yield, written as a fraction of the theoretical maximum amount of product (1.0 means a 100% yield; for example, 0.34 means a 34% yield). (1) The reactants are [Cl:1][C:2]1[CH:26]=[CH:25][C:24]([C:27]2[C:32]([F:33])=[CH:31][CH:30]=[CH:29][N:28]=2)=[CH:23][C:3]=1[C:4]([NH:6][C:7]1[N:11]([C:12]2[CH:17]=[CH:16][CH:15]=[CH:14][CH:13]=2)[N:10]=[C:9]([C:18](OCC)=[O:19])[CH:8]=1)=[O:5].[CH2:34]([CH2:36][NH2:37])[OH:35].C(N(CC)C(C)C)(C)C. The catalyst is CO. The product is [Cl:1][C:2]1[CH:26]=[CH:25][C:24]([C:27]2[C:32]([F:33])=[CH:31][CH:30]=[CH:29][N:28]=2)=[CH:23][C:3]=1[C:4]([NH:6][C:7]1[N:11]([C:12]2[CH:13]=[CH:14][CH:15]=[CH:16][CH:17]=2)[N:10]=[C:9]([C:18]([NH:37][CH2:36][CH2:34][OH:35])=[O:19])[CH:8]=1)=[O:5]. The yield is 0.440. (2) The reactants are [C:1]1([CH:7]([C:18]2[CH:23]=[CH:22][CH:21]=[CH:20][CH:19]=2)[N:8](C2C=CC=CC=2)[C:9](=[O:11])[O-])[CH:6]=[CH:5][CH:4]=[CH:3][CH:2]=1.[CH2:24]([N:27]([CH:50]1[CH2:55][CH2:54][CH2:53][CH2:52][CH2:51]1)[C:28]1[N:33]=[C:32]([N:34]([CH2:41][CH:42]=[CH2:43])[CH:35]2[CH2:40][CH2:39][CH2:38][CH2:37][CH2:36]2)[N:31]=[C:30]([N:44]2[CH2:49][CH2:48][NH:47][CH2:46][CH2:45]2)[N:29]=1)[CH:25]=[CH2:26].C1CCN2C(=NCCC2)CC1. The catalyst is C1COCC1. The product is [C:18]1([CH:7]([NH:8][C:9]([N:47]2[CH2:46][CH2:45][N:44]([C:30]3[N:29]=[C:28]([N:27]([CH2:24][CH:25]=[CH2:26])[CH:50]4[CH2:51][CH2:52][CH2:53][CH2:54][CH2:55]4)[N:33]=[C:32]([N:34]([CH2:41][CH:42]=[CH2:43])[CH:35]4[CH2:36][CH2:37][CH2:38][CH2:39][CH2:40]4)[N:31]=3)[CH2:49][CH2:48]2)=[O:11])[C:1]2[CH:2]=[CH:3][CH:4]=[CH:5][CH:6]=2)[CH:19]=[CH:20][CH:21]=[CH:22][CH:23]=1. The yield is 0.813. (3) The reactants are [Cl:1][C:2]1[CH:7]=[CH:6][C:5]([NH:8][NH2:9])=[C:4]([CH3:10])[CH:3]=1.[C:11]([O:16][CH2:17][CH3:18])(=[O:15])[C:12]([CH3:14])=O.C([O-])(O)=O.[Na+]. The catalyst is C(O)(=O)C. The product is [CH2:17]([O:16][C:11](=[O:15])[C:12](=[N:9][NH:8][C:5]1[CH:6]=[CH:7][C:2]([Cl:1])=[CH:3][C:4]=1[CH3:10])[CH3:14])[CH3:18]. The yield is 0.970. (4) The reactants are [O:1]=[C:2]1[C:7]2[CH:8]=[CH:9][CH:10]=[CH:11][C:6]=2[S:5][C:4]([C:12]2[N:17]=[C:16]([S:18][CH2:19][C:20]([O:22][C:23]([CH3:26])([CH3:25])[CH3:24])=[O:21])[CH:15]=[CH:14][CH:13]=2)=[N:3]1.ClC1C=CC=C(C(OO)=[O:35])C=1. The catalyst is C(Cl)(Cl)Cl. The product is [O:1]=[C:2]1[C:7]2[CH:8]=[CH:9][CH:10]=[CH:11][C:6]=2[S:5][C:4]([C:12]2[N:17]=[C:16]([S:18]([CH2:19][C:20]([O:22][C:23]([CH3:26])([CH3:25])[CH3:24])=[O:21])=[O:35])[CH:15]=[CH:14][CH:13]=2)=[N:3]1. The yield is 0.750. (5) The reactants are Cl[C:2]1[N:7]=[C:6]([C:8]([OH:11])([CH3:10])[CH3:9])[CH:5]=[C:4]([C:12]2[CH:17]=[CH:16][C:15]([C:18]([F:21])([F:20])[F:19])=[CH:14][CH:13]=2)[N:3]=1.[CH3:22][O:23][C:24]1[CH:25]=[C:26]([NH2:36])[CH:27]=[CH:28][C:29]=1[C:30]1[S:34][C:33]([CH3:35])=[N:32][CH:31]=1. No catalyst specified. The product is [CH3:22][O:23][C:24]1[CH:25]=[C:26]([NH:36][C:2]2[N:7]=[C:6]([C:8]([OH:11])([CH3:10])[CH3:9])[CH:5]=[C:4]([C:12]3[CH:17]=[CH:16][C:15]([C:18]([F:21])([F:20])[F:19])=[CH:14][CH:13]=3)[N:3]=2)[CH:27]=[CH:28][C:29]=1[C:30]1[S:34][C:33]([CH3:35])=[N:32][CH:31]=1. The yield is 0.240. (6) The reactants are C(OC(N1CC(=C)CC1C1NC(C2C=CC(C3C=CC4C(=CC=C(C5NC(C6CCCN6C(=O)C(NC(OC)=O)C(C)C)=NC=5)C=4)C=3)=CC=2)=CN=1)=O)(C)(C)C.[CH3:56][O:57][C:58](=[O:90])[NH:59][CH:60]([CH:84]1[CH2:89][CH2:88][O:87][CH2:86][CH2:85]1)[C:61]([N:63]1[CH2:67][CH2:66][CH2:65][CH:64]1[C:68]1[NH:69][C:70]([C:73]2[CH:82]=[CH:81][C:80]3[C:75](=[CH:76][CH:77]=[C:78](Br)[CH:79]=3)[CH:74]=2)=[CH:71][N:72]=1)=[O:62].[C:91]([O:95][C:96]([N:98]1[CH:103]([C:104]2[NH:105][C:106]([C:109]3[CH:114]=[CH:113][C:112](B4OC(C)(C)C(C)(C)O4)=[CH:111][CH:110]=3)=[CH:107][N:108]=2)[CH:102]2[CH2:124][CH:99]1[CH2:100][CH2:101]2)=[O:97])([CH3:94])([CH3:93])[CH3:92]. No catalyst specified. The product is [C:91]([O:95][C:96]([N:98]1[CH:103]([C:104]2[NH:105][C:106]([C:109]3[CH:110]=[CH:111][C:112]([C:78]4[CH:77]=[CH:76][C:75]5[C:80](=[CH:81][CH:82]=[C:73]([C:70]6[NH:69][C:68]([CH:64]7[CH2:65][CH2:66][CH2:67][N:63]7[C:61](=[O:62])[CH:60]([NH:59][C:58]([O:57][CH3:56])=[O:90])[CH:84]7[CH2:89][CH2:88][O:87][CH2:86][CH2:85]7)=[N:72][CH:71]=6)[CH:74]=5)[CH:79]=4)=[CH:113][CH:114]=3)=[CH:107][N:108]=2)[CH:102]2[CH2:124][CH:99]1[CH2:100][CH2:101]2)=[O:97])([CH3:94])([CH3:93])[CH3:92]. The yield is 0.480. (7) The reactants are Br[C:2]1[C:3]([O:12][CH2:13][CH2:14][O:15][CH3:16])=[N:4][C:5]([C:8]([F:11])([F:10])[F:9])=[CH:6][CH:7]=1.[F:17][C:18]1[CH:19]=[C:20]([CH:25]=[C:26](B2OC(C)(C)C(C)(C)O2)[CH:27]=1)[C:21]([O:23][CH3:24])=[O:22].C(=O)([O-])[O-].[K+].[K+]. The catalyst is O1CCOCC1.O.C1C=CC(P(C2C=CC=CC=2)[C-]2C=CC=C2)=CC=1.C1C=CC(P(C2C=CC=CC=2)[C-]2C=CC=C2)=CC=1.Cl[Pd]Cl.[Fe+2]. The product is [F:17][C:18]1[CH:19]=[C:20]([CH:25]=[C:26]([C:2]2[C:3]([O:12][CH2:13][CH2:14][O:15][CH3:16])=[N:4][C:5]([C:8]([F:11])([F:10])[F:9])=[CH:6][CH:7]=2)[CH:27]=1)[C:21]([O:23][CH3:24])=[O:22]. The yield is 0.950.